Dataset: Forward reaction prediction with 1.9M reactions from USPTO patents (1976-2016). Task: Predict the product of the given reaction. (1) Given the reactants [CH2:1]([O:3][C:4]1[N:8]([C:9]2[C:17]3[O:16][CH2:15][C@@H:14]([N:18](C(=O)C(F)(F)F)[C:19]4[CH:32]=[CH:31][C:22]5[C@H:23]([CH2:26][C:27]([O:29]C)=[O:28])[CH2:24][O:25][C:21]=5[CH:20]=4)[C:13]=3[CH:12]=[CH:11][CH:10]=2)[C:7]2[CH:39]=[C:40]([F:44])[C:41]([F:43])=[CH:42][C:6]=2[N:5]=1)[CH3:2].[OH-].[Na+].Cl, predict the reaction product. The product is: [CH2:1]([O:3][C:4]1[N:8]([C:9]2[C:17]3[O:16][CH2:15][C@@H:14]([NH:18][C:19]4[CH:32]=[CH:31][C:22]5[C@H:23]([CH2:26][C:27]([OH:29])=[O:28])[CH2:24][O:25][C:21]=5[CH:20]=4)[C:13]=3[CH:12]=[CH:11][CH:10]=2)[C:7]2[CH:39]=[C:40]([F:44])[C:41]([F:43])=[CH:42][C:6]=2[N:5]=1)[CH3:2]. (2) Given the reactants OO.[CH3:3][O:4][C:5]1[CH:6]=[C:7]2[C:11](=[CH:12][C:13]=1[CH3:14])[NH:10]C(=O)[C:8]2=[O:16].S(=O)(=O)(O)[OH:18], predict the reaction product. The product is: [NH2:10][C:11]1[CH:12]=[C:13]([CH3:14])[C:5]([O:4][CH3:3])=[CH:6][C:7]=1[C:8]([OH:16])=[O:18]. (3) The product is: [NH:2]1[C:10]2[CH2:11][O:12][CH2:13][CH2:14][C:9]=2[C:3]([C:4]([O:6][CH2:7][CH3:8])=[O:5])=[N:1]1. Given the reactants [N+:1](=[C:3]([C:9]1(O)[CH2:14][CH2:13][O:12][CH2:11][CH2:10]1)[C:4]([O:6][CH2:7][CH3:8])=[O:5])=[N-:2].O=P(Cl)(Cl)Cl, predict the reaction product. (4) Given the reactants [H-].[Al+3].[Li+].[H-].[H-].[H-].[F:7][C:8]1[CH:9]=[C:10]([CH:16]=[CH:17][N:18]=1)[C:11](OCC)=[O:12].O.[OH-].[Na+], predict the reaction product. The product is: [F:7][C:8]1[CH:9]=[C:10]([CH2:11][OH:12])[CH:16]=[CH:17][N:18]=1. (5) The product is: [NH2:17][C:15]1[CH:14]=[CH:13][C:11]2[N:12]=[C:7]([CH:1]3[CH2:6][CH2:5][CH2:4][CH2:3][CH2:2]3)[NH:8][S:9](=[O:21])(=[O:20])[C:10]=2[CH:16]=1. Given the reactants [CH:1]1([C:7]2[NH:8][S:9](=[O:21])(=[O:20])[C:10]3[CH:16]=[C:15]([N+:17]([O-])=O)[CH:14]=[CH:13][C:11]=3[N:12]=2)[CH2:6][CH2:5][CH2:4][CH2:3][CH2:2]1.CCO, predict the reaction product. (6) Given the reactants [Br:1][C:2]1[CH:13]=[N:12][C:5]2=[N:6][C:7](Cl)=[C:8]([Cl:10])[N:9]=[C:4]2[CH:3]=1.[CH3:14][N:15]1[CH2:19][CH2:18][CH:17]([NH2:20])[CH2:16]1, predict the reaction product. The product is: [Br:1][C:2]1[CH:13]=[N:12][C:5]2=[N:6][C:7]([NH:20][CH:17]3[CH2:18][CH2:19][N:15]([CH3:14])[CH2:16]3)=[C:8]([Cl:10])[N:9]=[C:4]2[CH:3]=1. (7) The product is: [Cl:22][C:23]1[CH:29]=[CH:28][CH:27]=[CH:26][C:24]=1[NH:25][C:2]1[CH:11]=[CH:10][C:9]2[C:4](=[C:5]([C:12]3[NH:20][C:19]4[CH:18]=[CH:17][NH:16][C:15](=[O:21])[C:14]=4[CH:13]=3)[CH:6]=[CH:7][CH:8]=2)[N:3]=1. Given the reactants Cl[C:2]1[CH:11]=[CH:10][C:9]2[C:4](=[C:5]([C:12]3[NH:20][C:19]4[CH2:18][CH2:17][NH:16][C:15](=[O:21])[C:14]=4[CH:13]=3)[CH:6]=[CH:7][CH:8]=2)[N:3]=1.[Cl:22][C:23]1[CH:29]=[CH:28][CH:27]=[CH:26][C:24]=1[NH2:25].[Li+].C[Si]([N-][Si](C)(C)C)(C)C, predict the reaction product.